Dataset: Forward reaction prediction with 1.9M reactions from USPTO patents (1976-2016). Task: Predict the product of the given reaction. (1) Given the reactants Cl.[NH:2]1[CH2:7][CH2:6][CH2:5][C@@H:4]([C:8]2[N:12]3[C:13]4[CH:19]=[CH:18][NH:17][C:14]=4[N:15]=[CH:16][C:11]3=[N:10][N:9]=2)[CH2:3]1.[C:20]([CH2:22][C:23](O)=[O:24])#[N:21].C1C=CC2N(O)N=NC=2C=1.CCN=C=NCCCN(C)C.Cl.CCN(C(C)C)C(C)C, predict the reaction product. The product is: [C:8]1([C@@H:4]2[CH2:5][CH2:6][CH2:7][N:2]([C:23](=[O:24])[CH2:22][C:20]#[N:21])[CH2:3]2)[N:12]2[C:13]3[CH:19]=[CH:18][NH:17][C:14]=3[N:15]=[CH:16][C:11]2=[N:10][N:9]=1. (2) Given the reactants [NH2:1][C:2]1[CH:11]=[C:10]2[C:5]([CH2:6][CH2:7][CH:8]([OH:12])[CH2:9]2)=[CH:4][CH:3]=1.N1C=CC=CC=1.Cl[C:20]([O:22][C:23]1[CH:28]=[CH:27][CH:26]=[CH:25][CH:24]=1)=[O:21].O, predict the reaction product. The product is: [C:23]1([O:22][C:20](=[O:21])[NH:1][C:2]2[CH:3]=[CH:4][C:5]3[CH2:6][CH2:7][CH:8]([OH:12])[CH2:9][C:10]=3[CH:11]=2)[CH:28]=[CH:27][CH:26]=[CH:25][CH:24]=1. (3) Given the reactants [CH3:1][Si:2]([CH3:24])([CH3:23])[CH2:3][CH2:4][O:5][CH2:6][N:7]1[CH:11]=[CH:10][C:9]([NH:12][C:13]2[N:18]=[C:17]([C:19]([O:21]C)=[O:20])[CH:16]=[N:15][CH:14]=2)=[N:8]1.O1CCCC1.CO.[OH-].[Na+], predict the reaction product. The product is: [CH3:1][Si:2]([CH3:24])([CH3:23])[CH2:3][CH2:4][O:5][CH2:6][N:7]1[CH:11]=[CH:10][C:9]([NH:12][C:13]2[N:18]=[C:17]([C:19]([OH:21])=[O:20])[CH:16]=[N:15][CH:14]=2)=[N:8]1. (4) Given the reactants [C:1]([N:4]1[C:13]2[C:8](=[CH:9][C:10]([C:14]3[CH2:19][CH2:18][N:17]([C:20]([O:22][C:23]([CH3:26])([CH3:25])[CH3:24])=[O:21])[CH2:16][CH:15]=3)=[CH:11][CH:12]=2)[C@H:7]([NH2:27])[C@@H:6]([CH3:28])[C@@H:5]1[CH:29]1[CH2:31][CH2:30]1)(=[O:3])[CH3:2].Br[C:33]1[N:38]=[C:37]([CH3:39])[CH:36]=[CH:35][N:34]=1.CC(C)([O-])C.[Na+].CN(C1C(C2C(P(C3CCCCC3)C3CCCCC3)=CC=CC=2)=CC=CC=1)C, predict the reaction product. The product is: [C:1]([N:4]1[C:13]2[C:8](=[CH:9][C:10]([C:14]3[CH2:19][CH2:18][N:17]([C:20]([O:22][C:23]([CH3:26])([CH3:25])[CH3:24])=[O:21])[CH2:16][CH:15]=3)=[CH:11][CH:12]=2)[C@H:7]([NH:27][C:33]2[N:38]=[C:37]([CH3:39])[CH:36]=[CH:35][N:34]=2)[C@@H:6]([CH3:28])[C@@H:5]1[CH:29]1[CH2:30][CH2:31]1)(=[O:3])[CH3:2]. (5) Given the reactants C(OC([N:8]1[C:13]2[CH:14]=[CH:15][CH:16]=[C:17]([C:18]([C:20]3[C:25]([N:26]([S:30]([C:33]4[CH:38]=[CH:37][C:36]([Cl:39])=[C:35]([C:40]([F:43])([F:42])[F:41])[CH:34]=4)(=[O:32])=[O:31])COC)=[CH:24][C:23]([Cl:44])=[CH:22][N:21]=3)=[O:19])[C:12]=2[O:11][CH2:10][CH2:9]1)=O)(C)(C)C, predict the reaction product. The product is: [Cl:39][C:36]1[CH:37]=[CH:38][C:33]([S:30]([NH:26][C:25]2[C:20]([C:18]([C:17]3[C:12]4[O:11][CH2:10][CH2:9][NH:8][C:13]=4[CH:14]=[CH:15][CH:16]=3)=[O:19])=[N:21][CH:22]=[C:23]([Cl:44])[CH:24]=2)(=[O:31])=[O:32])=[CH:34][C:35]=1[C:40]([F:42])([F:43])[F:41]. (6) Given the reactants [CH2:1]([O:8][C:9]1[CH:53]=[CH:52][C:12]([C:13]([O:15][C:16]2[CH:21]=[CH:20][C:19]([CH2:22][N:23]([CH2:44][C:45]([O:47]C(C)(C)C)=[O:46])[C:24](=[O:43])[C:25]3[CH:30]=[CH:29][C:28]([NH:31][C:32](=[O:42])[CH2:33][C:34]4[CH:39]=[CH:38][C:37]([O:40][CH3:41])=[CH:36][CH:35]=4)=[CH:27][CH:26]=3)=[CH:18][CH:17]=2)=[O:14])=[CH:11][CH:10]=1)[CH2:2][CH2:3][CH2:4][CH2:5][CH2:6][CH3:7].C(O)(C(F)(F)F)=O, predict the reaction product. The product is: [CH2:1]([O:8][C:9]1[CH:53]=[CH:52][C:12]([C:13]([O:15][C:16]2[CH:21]=[CH:20][C:19]([CH2:22][N:23]([CH2:44][C:45]([OH:47])=[O:46])[C:24](=[O:43])[C:25]3[CH:30]=[CH:29][C:28]([NH:31][C:32](=[O:42])[CH2:33][C:34]4[CH:35]=[CH:36][C:37]([O:40][CH3:41])=[CH:38][CH:39]=4)=[CH:27][CH:26]=3)=[CH:18][CH:17]=2)=[O:14])=[CH:11][CH:10]=1)[CH2:2][CH2:3][CH2:4][CH2:5][CH2:6][CH3:7].